Dataset: Reaction yield outcomes from USPTO patents with 853,638 reactions. Task: Predict the reaction yield, written as a fraction of the theoretical maximum amount of product (1.0 means a 100% yield; for example, 0.34 means a 34% yield). (1) The reactants are [Cl:1][C:2]1[N:7]=[CH:6][C:5]2[CH:8]=[N:9][NH:10][C:4]=2[CH:3]=1.Br[C:12]1[N:17]=[C:16]([N:18]2[CH2:24][CH2:23][CH2:22][N:21]([C:25]([O:27][C:28]([CH3:31])([CH3:30])[CH3:29])=[O:26])[CH2:20][CH2:19]2)[CH:15]=[N:14][CH:13]=1.CNCCNC.C(=O)([O-])[O-].[K+].[K+]. The catalyst is O1CCOCC1. The product is [Cl:1][C:2]1[N:7]=[CH:6][C:5]2[CH:8]=[N:9][N:10]([C:12]3[N:17]=[C:16]([N:18]4[CH2:24][CH2:23][CH2:22][N:21]([C:25]([O:27][C:28]([CH3:31])([CH3:30])[CH3:29])=[O:26])[CH2:20][CH2:19]4)[CH:15]=[N:14][CH:13]=3)[C:4]=2[CH:3]=1. The yield is 0.250. (2) The reactants are O[CH2:2][CH2:3][NH:4][C:5]([C:7]1[NH:11][C:10]2[CH:12]=[CH:13][CH:14]=[CH:15][C:9]=2[N:8]=1)=[O:6].S(Cl)(Cl)=O. The catalyst is CN(C=O)C. The product is [C:5]1(=[O:6])[C:7]2=[N:11][C:10]3[CH:12]=[CH:13][CH:14]=[CH:15][C:9]=3[N:8]2[CH2:2][CH2:3][NH:4]1. The yield is 0.520. (3) The reactants are [CH2:1]([O:3][C:4](=[O:29])[CH2:5][C:6]1[CH:11]=[CH:10][C:9]([NH:12][C:13]([NH:15][C:16]2[S:17][C:18](Br)=[CH:19][N:20]=2)=[O:14])=[C:8]([C:22]([CH:24]2[CH2:28][CH2:27][CH2:26][CH2:25]2)=[O:23])[CH:7]=1)[CH3:2].[NH:30]1[CH:34]=[CH:33][N:32]=[C:31]1[SH:35]. No catalyst specified. The product is [CH2:1]([O:3][C:4](=[O:29])[CH2:5][C:6]1[CH:11]=[CH:10][C:9]([NH:12][C:13]([NH:15][C:16]2[S:17][C:18]([S:35][C:31]3[NH:30][CH:34]=[CH:33][N:32]=3)=[CH:19][N:20]=2)=[O:14])=[C:8]([C:22]([CH:24]2[CH2:28][CH2:27][CH2:26][CH2:25]2)=[O:23])[CH:7]=1)[CH3:2]. The yield is 0.240. (4) The reactants are C([O-])([O-])=O.[Cs+].[Cs+].[NH2:7][C:8]1[NH:12][N:11]=[CH:10][C:9]=1[C:13]([O:15][CH2:16][CH3:17])=[O:14].C([O:20][C:21](=O)[CH:22]=[CH:23]OCC)C.CC(O)=O. The catalyst is CN(C=O)C. The product is [O:20]=[C:21]1[CH:22]=[CH:23][N:12]2[N:11]=[CH:10][C:9]([C:13]([O:15][CH2:16][CH3:17])=[O:14])=[C:8]2[NH:7]1. The yield is 0.920. (5) The product is [N:53]1([C:56]2[CH:57]=[CH:58][C:59]([NH:60][C:12]([C:9]3[NH:10][C:11]4[C:6]([C:7](=[O:15])[CH:8]=3)=[CH:5][C:4]([O:16][CH3:17])=[CH:3][C:2]=4[Br:1])=[O:14])=[CH:61][CH:62]=2)[CH2:52][CH2:51][O:50][CH2:55][CH2:54]1. The catalyst is CN(C)C=O. The yield is 0.580. The reactants are [Br:1][C:2]1[CH:3]=[C:4]([O:16][CH3:17])[CH:5]=[C:6]2[C:11]=1[NH:10][C:9]([C:12]([OH:14])=O)=[CH:8][C:7]2=[O:15].CN(C(ON1N=NC2C=CC=CC1=2)=[N+](C)C)C.[B-](F)(F)(F)F.C1C=CC2N(O)N=NC=2C=1.[O:50]1[CH2:55][CH2:54][N:53]([C:56]2[CH:62]=[CH:61][C:59]([NH2:60])=[CH:58][CH:57]=2)[CH2:52][CH2:51]1.C(N(C(C)C)CC)(C)C. (6) The reactants are [CH3:1][C:2]1([CH3:31])[N:6]([C:7]2[S:8][C:9]3[CH:15]=[C:14]([CH2:16][N:17]4[C:21]5[CH:22]=[CH:23][C:24]([OH:26])=[CH:25][C:20]=5[N:19]=[CH:18]4)[CH:13]=[CH:12][C:10]=3[N:11]=2)[C@@H:5]2[CH2:27][CH2:28][CH2:29][CH2:30][C@H:4]2[O:3]1.I[CH2:33][CH2:34][N:35]1[CH2:40][CH2:39][O:38][CH2:37][CH2:36]1.C([O-])([O-])=O.[Cs+].[Cs+].CN1C(=O)CCC1. The catalyst is CCOC(C)=O. The product is [CH3:1][C:2]1([CH3:31])[N:6]([C:7]2[S:8][C:9]3[CH:15]=[C:14]([CH2:16][N:17]4[C:21]5[CH:22]=[CH:23][C:24]([O:26][CH2:33][CH2:34][N:35]6[CH2:40][CH2:39][O:38][CH2:37][CH2:36]6)=[CH:25][C:20]=5[N:19]=[CH:18]4)[CH:13]=[CH:12][C:10]=3[N:11]=2)[C@@H:5]2[CH2:27][CH2:28][CH2:29][CH2:30][C@H:4]2[O:3]1. The yield is 0.670. (7) The reactants are Cl[C:2]1[N:11]=[C:10]([N:12]2[CH2:17][CH2:16][O:15][CH2:14][CH2:13]2)[C:9]2[C:4](=[CH:5][C:6]([C:18]3[O:22][C:21]([C:23](=[O:25])[CH3:24])=[CH:20][CH:19]=3)=[CH:7][CH:8]=2)[N:3]=1.[F:26][C:27]1[CH:37]=[C:36]([NH:38][C:39]([NH:41][C:42]2[CH:47]=[CH:46][C:45](B3OC(C)(C)C(C)(C)O3)=[CH:44][CH:43]=2)=[O:40])[CH:35]=[CH:34][C:28]=1[C:29]([N:31]([CH3:33])[CH3:32])=[O:30].C(=O)([O-])[O-].[Cs+].[Cs+].C1(C)C=CC=CC=1. The catalyst is Cl[Pd](Cl)([P](C1C=CC=CC=1)(C1C=CC=CC=1)C1C=CC=CC=1)[P](C1C=CC=CC=1)(C1C=CC=CC=1)C1C=CC=CC=1.O.CCO. The product is [C:23]([C:21]1[O:22][C:18]([C:6]2[CH:5]=[C:4]3[C:9]([C:10]([N:12]4[CH2:17][CH2:16][O:15][CH2:14][CH2:13]4)=[N:11][C:2]([C:45]4[CH:46]=[CH:47][C:42]([NH:41][C:39](=[O:40])[NH:38][C:36]5[CH:35]=[CH:34][C:28]([C:29]([N:31]([CH3:33])[CH3:32])=[O:30])=[C:27]([F:26])[CH:37]=5)=[CH:43][CH:44]=4)=[N:3]3)=[CH:8][CH:7]=2)=[CH:19][CH:20]=1)(=[O:25])[CH3:24]. The yield is 0.0600. (8) The reactants are [O:1]=[C:2]([CH2:8][CH3:9])[CH2:3][C:4]([O:6][CH3:7])=[O:5].[CH2:10](O)[C:11]#C. The catalyst is C1(C)C=CC=CC=1.II. The product is [O:1]=[C:2]([CH2:8][CH3:9])[CH2:3][C:4]([O:6][CH2:7][C:10]#[CH:11])=[O:5]. The yield is 0.430. (9) The reactants are [PH3]=O.[CH:3]1[CH:8]=[N:7][CH:6]=[C:5]2[CH2:9][O:10][C:11]3[CH:12]=[C:13]([O:17][CH2:18][C@H:19]([N:24]4C(=O)C5C(=CC=CC=5)C4=O)[CH2:20][CH:21]([CH3:23])[CH3:22])[CH:14]=[CH:15][C:16]=3[C:4]=12.NN. The catalyst is C(O)C.C(OCC)C. The product is [CH:3]1[CH:8]=[N:7][CH:6]=[C:5]2[CH2:9][O:10][C:11]3[CH:12]=[C:13]([O:17][CH2:18][C@H:19]([NH2:24])[CH2:20][CH:21]([CH3:22])[CH3:23])[CH:14]=[CH:15][C:16]=3[C:4]=12. The yield is 0.430.